Dataset: Reaction yield outcomes from USPTO patents with 853,638 reactions. Task: Predict the reaction yield, written as a fraction of the theoretical maximum amount of product (1.0 means a 100% yield; for example, 0.34 means a 34% yield). (1) The reactants are C(O[C:6]([N:8](C)[C@H:9]([C:13]([OH:15])=O)[CH2:10][O:11][CH3:12])=O)(C)(C)C.C([N:19](CC)CC)C.ClC(OCC)=O.[OH-].[NH4+].[Cl-].[NH4+]. The catalyst is O1CCCC1. The product is [CH3:6][NH:8][C@H:9]([C:13]([NH2:19])=[O:15])[CH2:10][O:11][CH3:12]. The yield is 0.680. (2) The catalyst is CO.O.O.O.O.O.O.[Ni](Cl)Cl. The yield is 0.990. The reactants are [CH3:1][O:2][C:3](=[O:24])/[C:4](/[C:11]1[CH:16]=[CH:15][C:14]([N:17]2[C:21]([CH3:22])=[N:20][N:19]=[N:18]2)=[C:13]([Cl:23])[CH:12]=1)=[CH:5]/[CH:6]1[CH2:10][CH2:9][CH2:8][CH2:7]1.[BH4-].[Na+]. The product is [CH3:1][O:2][C:3](=[O:24])[CH:4]([C:11]1[CH:16]=[CH:15][C:14]([N:17]2[C:21]([CH3:22])=[N:20][N:19]=[N:18]2)=[C:13]([Cl:23])[CH:12]=1)[CH2:5][CH:6]1[CH2:7][CH2:8][CH2:9][CH2:10]1. (3) No catalyst specified. The yield is 0.650. The product is [F:1][C:2]1[CH:7]=[CH:6][CH:5]=[C:4]([O:8][CH3:9])[C:3]=1[O:10][C:16]1[C:17]([N+:18]([O-:20])=[O:19])=[C:12]([CH3:23])[CH:13]=[CH:14][CH:15]=1.[F:40][C:41]1[CH:55]=[CH:54][CH:53]=[C:52]([O:56][CH3:57])[C:42]=1[O:43][C:44]1[CH:50]=[C:49]([CH3:51])[CH:48]=[CH:47][C:45]=1[NH:46][C:25]([NH:58][C:59]1[S:60][CH:61]=[CH:62][N:63]=1)=[O:30]. The reactants are [F:1][C:2]1[CH:7]=[CH:6][CH:5]=[C:4]([O:8][CH3:9])[C:3]=1[OH:10].F[C:12]1[CH:13]=[C:14](C)[CH:15]=[CH:16][C:17]=1[N+:18]([O-:20])=[O:19].F[C:23]1C=CC(N)=[C:25]([O:30]C2C(OC)=CC=CC=2F)C=1.[F:40][C:41]1[CH:55]=[CH:54][CH:53]=[C:52]([O:56][CH3:57])[C:42]=1[O:43][C:44]1[CH:50]=[C:49]([CH3:51])[CH:48]=[CH:47][C:45]=1[NH2:46].[NH2:58][C:59]1[S:60][CH:61]=[CH:62][N:63]=1. (4) The reactants are [CH3:1][C:2]1([CH2:14][C:15]([O:17]C(C)(C)C)=[O:16])[C:6](=[O:7])[N:5]([CH2:8][C:9]([F:12])([F:11])[F:10])[C:4](=[O:13])[NH:3]1.C(O)(C(F)(F)F)=O. The catalyst is C(Cl)Cl. The product is [CH3:1][C:2]1([CH2:14][C:15]([OH:17])=[O:16])[C:6](=[O:7])[N:5]([CH2:8][C:9]([F:11])([F:10])[F:12])[C:4](=[O:13])[NH:3]1. The yield is 1.00. (5) The reactants are [CH3:1][C:2]1([CH3:33])[C:8](=[O:9])[NH:7][C:6]2[N:10]=[CH:11][C:12](/[CH:14]=[CH:15]/[C:16]([N:18]([CH3:32])[CH2:19][C:20]3[O:21][C:22]4[CH:31]=[CH:30][CH:29]=[CH:28][C:23]=4[C:24]=3[CH2:25][CH2:26][CH3:27])=[O:17])=[CH:13][C:5]=2[CH2:4][NH:3]1.[ClH:34]. The catalyst is C(Cl)Cl.CCOCC. The product is [ClH:34].[CH3:33][C:2]1([CH3:1])[C:8](=[O:9])[NH:7][C:6]2[N:10]=[CH:11][C:12](/[CH:14]=[CH:15]/[C:16]([N:18]([CH3:32])[CH2:19][C:20]3[O:21][C:22]4[CH:31]=[CH:30][CH:29]=[CH:28][C:23]=4[C:24]=3[CH2:25][CH2:26][CH3:27])=[O:17])=[CH:13][C:5]=2[CH2:4][NH:3]1. The yield is 0.720. (6) The reactants are Br[C:2]1[CH:7]=[C:6]([F:8])[CH:5]=[CH:4][C:3]=1[F:9].CCCCCC.C([Li])CCC.[Si:21]([O:38][CH2:39][CH2:40][CH2:41][CH2:42][CH2:43][CH2:44][CH:45]=[O:46])([C:34]([CH3:37])([CH3:36])[CH3:35])([C:28]1[CH:33]=[CH:32][CH:31]=[CH:30][CH:29]=1)[C:22]1[CH:27]=[CH:26][CH:25]=[CH:24][CH:23]=1. The yield is 0.900. The catalyst is C(OCC)(=O)C.C(OCC)C.O1CCCC1. The product is [Si:21]([O:38][CH2:39][CH2:40][CH2:41][CH2:42][CH2:43][CH2:44][CH:45]([C:2]1[CH:7]=[C:6]([F:8])[CH:5]=[CH:4][C:3]=1[F:9])[OH:46])([C:34]([CH3:36])([CH3:37])[CH3:35])([C:28]1[CH:29]=[CH:30][CH:31]=[CH:32][CH:33]=1)[C:22]1[CH:23]=[CH:24][CH:25]=[CH:26][CH:27]=1. (7) The reactants are [F:1][C:2]1[C:7]([F:8])=[C:6]([N+:9]([O-])=O)[CH:5]=[CH:4][C:3]=1[N:12]1[CH2:17][CH2:16][N:15]([CH3:18])[CH2:14][CH2:13]1. The catalyst is CO.[Pd]. The product is [F:8][C:7]1[C:2]([F:1])=[C:3]([N:12]2[CH2:17][CH2:16][N:15]([CH3:18])[CH2:14][CH2:13]2)[CH:4]=[CH:5][C:6]=1[NH2:9]. The yield is 1.00. (8) The reactants are I.[Br:2][C:3]1[CH:4]=[C:5]2[C:10]([NH:11][C@H:12]3[C@@H:16]([CH2:17][CH3:18])[CH2:15][NH:14][CH2:13]3)=[C:9]([C:19]([NH2:21])=[O:20])[CH:8]=[N:7][N:6]2[CH:22]=1.BrC1C=C2C(Cl)=C(C(N)=O)C=NN2C=1.Cl[C:38]1[N:43]=[CH:42][C:41]([C:44]#[N:45])=[CH:40][N:39]=1.C(=O)([O-])[O-].[K+].[K+]. No catalyst specified. The product is [Br:2][C:3]1[CH:4]=[C:5]2[C:10]([NH:11][C@H:12]3[C@@H:16]([CH2:17][CH3:18])[CH2:15][N:14]([C:38]4[N:43]=[CH:42][C:41]([C:44]#[N:45])=[CH:40][N:39]=4)[CH2:13]3)=[C:9]([C:19]([NH2:21])=[O:20])[CH:8]=[N:7][N:6]2[CH:22]=1. The yield is 0.840. (9) The reactants are [CH3:1][Mg]Cl.[Br:4][C:5]1[CH:6]=[CH:7][C:8]([C:11](=[O:13])[CH3:12])=[N:9][CH:10]=1. The catalyst is C1COCC1. The product is [Br:4][C:5]1[CH:6]=[CH:7][C:8]([C:11]([OH:13])([CH3:1])[CH3:12])=[N:9][CH:10]=1. The yield is 1.00. (10) The reactants are [CH3:1][CH:2]([CH3:36])[CH2:3][CH:4]([NH:20][C:21]1[CH:35]=[CH:34][C:24]([C:25]([NH:27][CH2:28][CH2:29][C:30]([O:32]C)=[O:31])=[O:26])=[CH:23][N:22]=1)[C:5]1[CH:10]=[CH:9][C:8]([N:11]2[CH:15]=[C:14]([C:16]([F:19])([F:18])[F:17])[CH:13]=[N:12]2)=[CH:7][CH:6]=1.[OH-].[Li+].Cl. The catalyst is O.O1CCCC1. The product is [CH3:1][CH:2]([CH3:36])[CH2:3][CH:4]([NH:20][C:21]1[CH:35]=[CH:34][C:24]([C:25]([NH:27][CH2:28][CH2:29][C:30]([OH:32])=[O:31])=[O:26])=[CH:23][N:22]=1)[C:5]1[CH:6]=[CH:7][C:8]([N:11]2[CH:15]=[C:14]([C:16]([F:17])([F:18])[F:19])[CH:13]=[N:12]2)=[CH:9][CH:10]=1. The yield is 0.520.